Dataset: Full USPTO retrosynthesis dataset with 1.9M reactions from patents (1976-2016). Task: Predict the reactants needed to synthesize the given product. Given the product [NH2:2][C:3]1[N:8]=[CH:7][C:6](/[CH:9]=[CH:10]/[C:11]([N:26]([CH3:27])[CH2:25][C:24]2[N:23]([CH3:22])[C:29]3[C:35]([CH:36]=2)=[CH:34][CH:31]=[CH:30][CH:28]=3)=[O:13])=[CH:5][C:4]=1[CH2:14][N:15]1[CH2:20][CH2:19][CH2:18][CH2:17][CH2:16]1, predict the reactants needed to synthesize it. The reactants are: Cl.[NH2:2][C:3]1[N:8]=[CH:7][C:6](/[CH:9]=[CH:10]/[C:11]([OH:13])=O)=[CH:5][C:4]=1[CH2:14][N:15]1[CH2:20][CH2:19][CH2:18][CH2:17][CH2:16]1.Cl.[CH3:22][N:23]1[CH2:29][C:28]2[CH:30]=[C:31](/[CH:34]=[CH:35]/[C:36](O)=O)C=N[C:27]=2[NH:26][C:25](=O)[CH2:24]1.CNCC1N(C)C2C(C=1)=CC=CC=2.CNCC1C=CC2C(=CC=CC=2)C=1CCC.